Task: Binary Classification. Given a drug SMILES string, predict its activity (active/inactive) in a high-throughput screening assay against a specified biological target.. Dataset: HIV replication inhibition screening data with 41,000+ compounds from the AIDS Antiviral Screen (1) The compound is COc1ccc(C(CC(C)=O)c2c(O)c3ccccc3oc2=O)cc1OC. The result is 0 (inactive). (2) The molecule is COc1ccc(C2c3cc4c(cc3OC(NNS(=O)(=O)c3ccc(C)cc3)C2C)OCO4)cc1. The result is 0 (inactive). (3) The drug is COc1cc2c(cc1OC)C(=O)N1CCCC1C(=O)S2. The result is 0 (inactive). (4) The compound is O=C(O)C1Cc2nc[nH]c2CN1. The result is 0 (inactive). (5) The molecule is CCOC(=O)c1ccc(CSc2ccc([N+](=O)[O-])cc2)cc1. The result is 0 (inactive).